This data is from Catalyst prediction with 721,799 reactions and 888 catalyst types from USPTO. The task is: Predict which catalyst facilitates the given reaction. (1) Reactant: [CH3:1][O:2][C:3]([C:5]1[CH:13]=[CH:12][CH:11]=[CH:10][C:6]=1[C:7]([OH:9])=O)=[O:4].CN(C(ON1N=NC2C=CC=NC1=2)=[N+](C)C)C.F[P-](F)(F)(F)(F)F.CCN(C(C)C)C(C)C.[CH3:47][C:48]1[O:52][C:51]([C@@H:53]2[CH2:58][CH2:57][C@@H:56]([CH3:59])[NH:55][CH2:54]2)=[N:50][C:49]=1[C:60]([OH:63])([CH3:62])[CH3:61]. Product: [OH:63][C:60]([C:49]1[N:50]=[C:51]([C@H:53]2[CH2:54][N:55]([C:7]([C:6]3[CH:10]=[CH:11][CH:12]=[CH:13][C:5]=3[C:3]([O:2][CH3:1])=[O:4])=[O:9])[C@H:56]([CH3:59])[CH2:57][CH2:58]2)[O:52][C:48]=1[CH3:47])([CH3:62])[CH3:61]. The catalyst class is: 3. (2) Reactant: [Cl:1][C:2]1[CH:3]=[C:4]2[C:9](=[CH:10][CH:11]=1)[CH:8]=[C:7]([S:12]([CH2:15][CH2:16][C:17]([N:19]([CH2:33][CH2:34][NH:35][C:36](=[O:42])OC(C)(C)C)[CH:20]1[CH2:25][CH2:24][N:23]([C:26]3[CH:31]=[CH:30][N:29]=[C:28]([CH3:32])[CH:27]=3)[CH2:22][CH2:21]1)=[O:18])(=[O:14])=[O:13])[CH:6]=[CH:5]2.F[C:44](F)(F)C(O)=O. Product: [C:36]([NH:35][CH2:34][CH2:33][N:19]([CH:20]1[CH2:25][CH2:24][N:23]([C:26]2[CH:31]=[CH:30][N:29]=[C:28]([CH3:32])[CH:27]=2)[CH2:22][CH2:21]1)[C:17](=[O:18])[CH2:16][CH2:15][S:12]([C:7]1[CH:6]=[CH:5][C:4]2[C:9](=[CH:10][CH:11]=[C:2]([Cl:1])[CH:3]=2)[CH:8]=1)(=[O:13])=[O:14])(=[O:42])[CH3:44]. The catalyst class is: 11. (3) Product: [Cl:1][C:2]1[C:3]([F:9])=[CH:4][CH:5]=[C:6]([F:8])[C:7]=1[CH:20]=[O:21]. Reactant: [Cl:1][C:2]1[CH:7]=[C:6]([F:8])[CH:5]=[CH:4][C:3]=1[F:9].C([N-]C(C)C)(C)C.[Li+].CN(C)[CH:20]=[O:21].C(O)(=O)C. The catalyst class is: 30. (4) Reactant: [Cl:1][C:2]1[CH:8]=[CH:7][C:5]([NH2:6])=[CH:4][C:3]=1[O:9][CH3:10].[Br:11]N1C(=O)CCC1=O.[O-]S([O-])=O.[Na+].[Na+]. Product: [Br:11][C:7]1[CH:8]=[C:2]([Cl:1])[C:3]([O:9][CH3:10])=[CH:4][C:5]=1[NH2:6]. The catalyst class is: 2.